From a dataset of Peptide-MHC class I binding affinity with 185,985 pairs from IEDB/IMGT. Regression. Given a peptide amino acid sequence and an MHC pseudo amino acid sequence, predict their binding affinity value. This is MHC class I binding data. (1) The peptide sequence is SMYVIPDEL. The MHC is HLA-A02:03 with pseudo-sequence HLA-A02:03. The binding affinity (normalized) is 0.760. (2) The peptide sequence is MLRFANPLS. The MHC is HLA-A02:01 with pseudo-sequence HLA-A02:01. The binding affinity (normalized) is 0.208. (3) The peptide sequence is MRHNSREPY. The MHC is HLA-A26:01 with pseudo-sequence HLA-A26:01. The binding affinity (normalized) is 0.0847.